Task: Binary Classification. Given a miRNA mature sequence and a target amino acid sequence, predict their likelihood of interaction.. Dataset: Experimentally validated miRNA-target interactions with 360,000+ pairs, plus equal number of negative samples The miRNA is hsa-miR-518f-5p with sequence CUCUAGAGGGAAGCACUUUCUC. The protein sequence of the target gene is MKMADAKQKRNEQLKRWIGSETDLEPPVVKRQKTKVKFDDGAVFLAACSSGDTDEVLKLLHRGADINYANVDGLTALHQACIDDNVDMVKFLVENGANINQPDNEGWIPLHAAASCGYLDIAEFLIGQGAHVGAVNSEGDTPLDIAEEEAMEELLQNEVNRQGVDIEAARKEEERIMLRDARQWLNSGHINDVRHAKSGGTALHVAAAKGYTEVLKLLIQAGYDVNIKDYDGWTPLHAAAHWGKEEACRILVDNLCDMEMVNKVGQTAFDVADEDILGYLEELQKKQNLLHSEKRDKKSP.... Result: 1 (interaction).